Dataset: Retrosynthesis with 50K atom-mapped reactions and 10 reaction types from USPTO. Task: Predict the reactants needed to synthesize the given product. (1) Given the product CC(C)(C)OC(=O)N1CCC(c2nc3cc(Br)cc(F)c3o2)CC1, predict the reactants needed to synthesize it. The reactants are: CC(C)(C)OC(=O)OC(=O)OC(C)(C)C.Fc1cc(Br)cc2nc(C3CCNCC3)oc12. (2) Given the product C[Si](C)(C)C#Cc1ccc(C2OCCO2)cc1, predict the reactants needed to synthesize it. The reactants are: Brc1ccc(C2OCCO2)cc1.C#C[Si](C)(C)C.